This data is from NCI-60 drug combinations with 297,098 pairs across 59 cell lines. The task is: Regression. Given two drug SMILES strings and cell line genomic features, predict the synergy score measuring deviation from expected non-interaction effect. (1) Drug 1: CS(=O)(=O)C1=CC(=C(C=C1)C(=O)NC2=CC(=C(C=C2)Cl)C3=CC=CC=N3)Cl. Drug 2: CCCCC(=O)OCC(=O)C1(CC(C2=C(C1)C(=C3C(=C2O)C(=O)C4=C(C3=O)C=CC=C4OC)O)OC5CC(C(C(O5)C)O)NC(=O)C(F)(F)F)O. Cell line: MDA-MB-435. Synergy scores: CSS=-3.78, Synergy_ZIP=6.50, Synergy_Bliss=6.47, Synergy_Loewe=-0.424, Synergy_HSA=-1.34. (2) Drug 1: COC1=C(C=C2C(=C1)N=CN=C2NC3=CC(=C(C=C3)F)Cl)OCCCN4CCOCC4. Drug 2: CC(CN1CC(=O)NC(=O)C1)N2CC(=O)NC(=O)C2. Cell line: SK-MEL-28. Synergy scores: CSS=18.2, Synergy_ZIP=-6.95, Synergy_Bliss=-1.12, Synergy_Loewe=-3.10, Synergy_HSA=1.26. (3) Drug 2: CC1=C(C(=CC=C1)Cl)NC(=O)C2=CN=C(S2)NC3=CC(=NC(=N3)C)N4CCN(CC4)CCO. Synergy scores: CSS=50.7, Synergy_ZIP=4.48, Synergy_Bliss=3.08, Synergy_Loewe=-3.59, Synergy_HSA=4.58. Drug 1: C1=CC(=C2C(=C1NCCNCCO)C(=O)C3=C(C=CC(=C3C2=O)O)O)NCCNCCO. Cell line: SW-620.